Task: Predict the reactants needed to synthesize the given product.. Dataset: Full USPTO retrosynthesis dataset with 1.9M reactions from patents (1976-2016) Given the product [CH3:59][CH:57]([CH2:56][CH2:55][CH2:54][C@H:53]([C@@H:52]1[C@:61]2([CH3:69])[C@H:49]([C@H:48]3[C@H:64]([CH2:63][CH2:62]2)[C@:65]2([CH3:68])[C:45]([CH2:44][C@@H:43]([O:42][CH2:41][CH2:40][CH2:39][CH2:38][CH2:37][CH2:36][CH2:35][CH2:34][O:25][C@@H:4]([CH2:5][O:6][CH2:7][CH2:8][CH2:9][CH2:10][CH2:11][CH2:12][CH2:13][CH2:14]/[CH:15]=[CH:16]\[CH2:17]/[CH:18]=[CH:19]\[CH2:20][CH2:21][CH2:22][CH2:23][CH3:24])[CH2:3][N:2]([CH3:1])[CH3:26])[CH2:67][CH2:66]2)=[CH:46][CH2:47]3)[CH2:50][CH2:51]1)[CH3:60])[CH3:58], predict the reactants needed to synthesize it. The reactants are: [CH3:1][N:2]([CH3:26])[CH2:3][C@@H:4]([OH:25])[CH2:5][O:6][CH2:7][CH2:8][CH2:9][CH2:10][CH2:11][CH2:12][CH2:13][CH2:14]/[CH:15]=[CH:16]\[CH2:17]/[CH:18]=[CH:19]\[CH2:20][CH2:21][CH2:22][CH2:23][CH3:24].[H-].[Na+].CS(O[CH2:34][CH2:35][CH2:36][CH2:37][CH2:38][CH2:39][CH2:40][CH2:41][O:42][C@H:43]1[CH2:67][CH2:66][C@@:65]2([CH3:68])[C:45](=[CH:46][CH2:47][C@@H:48]3[C@@H:64]2[CH2:63][CH2:62][C@@:61]2([CH3:69])[C@H:49]3[CH2:50][CH2:51][C@@H:52]2[C@H:53]([CH3:60])[CH2:54][CH2:55][CH2:56][CH:57]([CH3:59])[CH3:58])[CH2:44]1)(=O)=O.CCO.